Task: Predict the product of the given reaction.. Dataset: Forward reaction prediction with 1.9M reactions from USPTO patents (1976-2016) (1) Given the reactants [F:1][C:2]1[CH:7]=[CH:6][C:5]([C:8]2[CH:12]=[C:11]([CH:13]3[CH2:18][CH2:17][CH2:16][NH:15][CH2:14]3)[N:10]([C:19]3[N:24]=[CH:23][CH:22]=[CH:21][N:20]=3)[N:9]=2)=[CH:4][CH:3]=1.[F:25][C:26]([F:31])([F:30])[CH2:27][CH:28]=O.C(O)(=O)C.C([BH3-])#N.[Na+], predict the reaction product. The product is: [F:1][C:2]1[CH:3]=[CH:4][C:5]([C:8]2[CH:12]=[C:11]([CH:13]3[CH2:18][CH2:17][CH2:16][N:15]([CH2:28][CH2:27][C:26]([F:31])([F:30])[F:25])[CH2:14]3)[N:10]([C:19]3[N:20]=[CH:21][CH:22]=[CH:23][N:24]=3)[N:9]=2)=[CH:6][CH:7]=1. (2) Given the reactants FC(F)(F)C(O)=O.C(OC(=O)[NH:14][C@@H:15]([CH2:31][N:32]1[CH2:37][C:36](=[O:38])[N:35]([C:39]2[CH:44]=[CH:43][CH:42]=[CH:41][C:40]=2[Cl:45])[CH2:34][C:33]1([CH3:47])[CH3:46])[C@@H:16]([OH:30])[CH2:17][C@H:18]([C:22](=[O:29])[NH:23][CH:24]1[CH2:28][CH2:27][CH2:26][CH2:25]1)[CH:19]([CH3:21])[CH3:20])(C)(C)C.[C:49]([OH:56])(=[O:55])/[CH:50]=[CH:51]/[C:52]([OH:54])=[O:53].[CH:57]1([NH:62][C:63](=[O:90])[C@H:64]([CH:87]([CH3:89])[CH3:88])[CH2:65][C@H:66]([OH:86])[C@@H:67]([NH2:85])[CH2:68][N:69]2[CH2:74][C:73](=[O:75])[N:72]([C:76]3[CH:81]=[CH:80][CH:79]=[CH:78][C:77]=3[Cl:82])[CH2:71][C:70]2([CH3:84])[CH3:83])[CH2:61][CH2:60][CH2:59][CH2:58]1, predict the reaction product. The product is: [C:49]([OH:56])(=[O:55])/[CH:50]=[CH:51]/[C:52]([OH:54])=[O:53].[CH:24]1([NH:23][C:22](=[O:29])[C@H:18]([CH:19]([CH3:20])[CH3:21])[CH2:17][C@H:16]([OH:30])[C@@H:15]([NH2:14])[CH2:31][N:32]2[CH2:37][C:36](=[O:38])[N:35]([C:39]3[CH:44]=[CH:43][CH:42]=[CH:41][C:40]=3[Cl:45])[CH2:34][C:33]2([CH3:46])[CH3:47])[CH2:28][CH2:27][CH2:26][CH2:25]1.[NH2:85][C@@H:67]([CH2:68][N:69]1[CH2:74][C:73](=[O:75])[N:72]([C:76]2[CH:81]=[CH:80][CH:79]=[CH:78][C:77]=2[Cl:82])[CH2:71][C:70]1([CH3:84])[CH3:83])[C@@H:66]([OH:86])[CH2:65][C@@H:64]([CH:87]([CH3:88])[CH3:89])[C:63]([NH:62][CH:57]1[CH2:58][CH2:59][CH2:60][CH2:61]1)=[O:90].